Dataset: Full USPTO retrosynthesis dataset with 1.9M reactions from patents (1976-2016). Task: Predict the reactants needed to synthesize the given product. (1) Given the product [CH2:18]([O:15][C:13]([C:12]1[N:1]=[C:2]2[CH:7]=[N:6][CH:5]=[CH:4][N:3]2[CH:11]=1)=[O:14])[CH3:19], predict the reactants needed to synthesize it. The reactants are: [NH2:1][C:2]1[CH:7]=[N:6][CH:5]=[CH:4][N:3]=1.BrCC[CH2:11][C:12](=O)[C:13]([O-:15])=[O:14].C.[CH2:18](O)[CH3:19]. (2) Given the product [CH3:1][N:2]1[CH:6]=[C:5]([C:7]2[CH:12]=[C:11]([O:13][C:14]3[CH:19]=[CH:18][C:17]([NH2:20])=[N:16][CH:15]=3)[CH:10]=[CH:9][N:8]=2)[CH:4]=[N:3]1, predict the reactants needed to synthesize it. The reactants are: [CH3:1][N:2]1[CH:6]=[C:5]([C:7]2[CH:12]=[C:11]([O:13][C:14]3[CH:15]=[N:16][C:17]([N+:20]([O-])=O)=[CH:18][CH:19]=3)[CH:10]=[CH:9][N:8]=2)[CH:4]=[N:3]1.[NH4+].[Cl-]. (3) Given the product [CH3:15][O:14][C:11]1[N:10]=[C:9]([NH:8][C:16]([N:33]2[CH2:34][CH2:35][C@@H:36]([CH3:37])[C@@H:31]([N:21]([CH3:20])[C:22]3[C:23]4[CH:30]=[CH:29][NH:28][C:24]=4[N:25]=[CH:26][N:27]=3)[CH2:32]2)=[O:17])[S:13][N:12]=1, predict the reactants needed to synthesize it. The reactants are: C(N(CC)CC)C.[NH2:8][C:9]1[S:13][N:12]=[C:11]([O:14][CH3:15])[N:10]=1.[C:16](Cl)(Cl)=[O:17].[CH3:20][N:21]([C@@H:31]1[C@H:36]([CH3:37])[CH2:35][CH2:34][NH:33][CH2:32]1)[C:22]1[C:23]2[CH:30]=[CH:29][NH:28][C:24]=2[N:25]=[CH:26][N:27]=1.